From a dataset of Peptide-MHC class I binding affinity with 185,985 pairs from IEDB/IMGT. Regression. Given a peptide amino acid sequence and an MHC pseudo amino acid sequence, predict their binding affinity value. This is MHC class I binding data. (1) The peptide sequence is GIPHPAGL. The MHC is Mamu-A01 with pseudo-sequence Mamu-A01. The binding affinity (normalized) is 0.237. (2) The peptide sequence is ATYGTAVNK. The MHC is HLA-A24:02 with pseudo-sequence HLA-A24:02. The binding affinity (normalized) is 0.0847. (3) The peptide sequence is YLALIATFKI. The MHC is HLA-A02:17 with pseudo-sequence HLA-A02:17. The binding affinity (normalized) is 0.373. (4) The peptide sequence is VILFIMFMLI. The MHC is H-2-Db with pseudo-sequence H-2-Db. The binding affinity (normalized) is 0.276. (5) The peptide sequence is WYETVKVNY. The MHC is HLA-A11:01 with pseudo-sequence HLA-A11:01. The binding affinity (normalized) is 0.0847. (6) The peptide sequence is CEMNHVNSM. The MHC is HLA-B44:03 with pseudo-sequence HLA-B44:03. The binding affinity (normalized) is 0.365.